Dataset: Forward reaction prediction with 1.9M reactions from USPTO patents (1976-2016). Task: Predict the product of the given reaction. (1) Given the reactants [F:1][C:2]1[CH:24]=[CH:23][CH:22]=[C:21]([F:25])[C:3]=1[CH2:4][O:5][C:6]1[CH:11]=[CH:10][C:9]([N:12]2[C:16](=[O:17])[CH2:15][C@@H:14]([C:18](O)=[O:19])[CH2:13]2)=[CH:8][CH:7]=1.CN.[CH3:28][N:29](C(ON1N=NC2C=CC=CC1=2)=[N+](C)C)C.F[P-](F)(F)(F)(F)F, predict the reaction product. The product is: [CH3:28][NH:29][C:18]([C@@H:14]1[CH2:15][C:16](=[O:17])[N:12]([C:9]2[CH:10]=[CH:11][C:6]([O:5][CH2:4][C:3]3[C:2]([F:1])=[CH:24][CH:23]=[CH:22][C:21]=3[F:25])=[CH:7][CH:8]=2)[CH2:13]1)=[O:19]. (2) Given the reactants C([O-])([O-])=O.[K+].[K+].[C:7]([CH2:9]P(=O)(OCC)OCC)#[N:8].[CH3:18][N:19]1[CH2:24][CH2:23][C:22](=O)[CH2:21][CH2:20]1.O, predict the reaction product. The product is: [CH3:18][N:19]1[CH2:24][CH2:23][C:22](=[CH:9][C:7]#[N:8])[CH2:21][CH2:20]1.